This data is from NCI-60 drug combinations with 297,098 pairs across 59 cell lines. The task is: Regression. Given two drug SMILES strings and cell line genomic features, predict the synergy score measuring deviation from expected non-interaction effect. (1) Drug 1: CC1=C(C=C(C=C1)NC2=NC=CC(=N2)N(C)C3=CC4=NN(C(=C4C=C3)C)C)S(=O)(=O)N.Cl. Drug 2: CC1=C(C(=CC=C1)Cl)NC(=O)C2=CN=C(S2)NC3=CC(=NC(=N3)C)N4CCN(CC4)CCO. Cell line: TK-10. Synergy scores: CSS=53.1, Synergy_ZIP=17.0, Synergy_Bliss=17.3, Synergy_Loewe=-51.5, Synergy_HSA=17.2. (2) Drug 1: CC1=CC=C(C=C1)C2=CC(=NN2C3=CC=C(C=C3)S(=O)(=O)N)C(F)(F)F. Drug 2: C1CC(=O)NC(=O)C1N2C(=O)C3=CC=CC=C3C2=O. Cell line: MDA-MB-231. Synergy scores: CSS=-2.40, Synergy_ZIP=3.18, Synergy_Bliss=3.77, Synergy_Loewe=-1.43, Synergy_HSA=-1.13. (3) Drug 1: C1CC(C1)(C(=O)O)C(=O)O.[NH2-].[NH2-].[Pt+2]. Drug 2: CCCCC(=O)OCC(=O)C1(CC(C2=C(C1)C(=C3C(=C2O)C(=O)C4=C(C3=O)C=CC=C4OC)O)OC5CC(C(C(O5)C)O)NC(=O)C(F)(F)F)O. Cell line: MCF7. Synergy scores: CSS=38.4, Synergy_ZIP=5.32, Synergy_Bliss=5.59, Synergy_Loewe=-6.69, Synergy_HSA=2.72. (4) Drug 1: C1C(C(OC1N2C=NC3=C(N=C(N=C32)Cl)N)CO)O. Drug 2: B(C(CC(C)C)NC(=O)C(CC1=CC=CC=C1)NC(=O)C2=NC=CN=C2)(O)O. Cell line: SK-MEL-28. Synergy scores: CSS=30.1, Synergy_ZIP=-7.77, Synergy_Bliss=-8.51, Synergy_Loewe=-9.72, Synergy_HSA=-6.44. (5) Synergy scores: CSS=27.7, Synergy_ZIP=-18.1, Synergy_Bliss=-27.1, Synergy_Loewe=-22.6, Synergy_HSA=-22.0. Drug 1: C1=C(C(=O)NC(=O)N1)F. Cell line: CCRF-CEM. Drug 2: C1=CC=C(C=C1)NC(=O)CCCCCCC(=O)NO.